This data is from Peptide-MHC class I binding affinity with 185,985 pairs from IEDB/IMGT. The task is: Regression. Given a peptide amino acid sequence and an MHC pseudo amino acid sequence, predict their binding affinity value. This is MHC class I binding data. (1) The peptide sequence is VYLPGRGGV. The MHC is HLA-A02:11 with pseudo-sequence HLA-A02:11. The binding affinity (normalized) is 0.169. (2) The peptide sequence is VTEEIAVQNW. The MHC is HLA-A01:01 with pseudo-sequence HLA-A01:01. The binding affinity (normalized) is 0.0235. (3) The peptide sequence is AVRHFPRIW. The MHC is HLA-B35:01 with pseudo-sequence HLA-B35:01. The binding affinity (normalized) is 0. (4) The peptide sequence is DTLKVGNTY. The MHC is HLA-A11:01 with pseudo-sequence HLA-A11:01. The binding affinity (normalized) is 0.0847. (5) The binding affinity (normalized) is 0.333. The MHC is HLA-A02:02 with pseudo-sequence HLA-A02:02. The peptide sequence is PLPCQLMYA. (6) The binding affinity (normalized) is 0. The MHC is HLA-B45:01 with pseudo-sequence HLA-B45:01. The peptide sequence is RPSTKNFFEL. (7) The peptide sequence is VGYRQAWEY. The MHC is HLA-B15:17 with pseudo-sequence HLA-B15:17. The binding affinity (normalized) is 0.683. (8) The peptide sequence is LLKDLMPFV. The binding affinity (normalized) is 0. The MHC is HLA-A33:01 with pseudo-sequence HLA-A33:01. (9) The peptide sequence is TILGIGTVL. The MHC is Patr-A0701 with pseudo-sequence Patr-A0701. The binding affinity (normalized) is 0. (10) The peptide sequence is RPRQRGIPF. The MHC is HLA-A02:01 with pseudo-sequence HLA-A02:01. The binding affinity (normalized) is 0.0847.